From a dataset of Forward reaction prediction with 1.9M reactions from USPTO patents (1976-2016). Predict the product of the given reaction. (1) The product is: [CH2:16]([N:15]([C:10]1[C:9](=[O:23])[N:8]([CH2:1][C:2]2[CH:7]=[CH:6][CH:5]=[CH:4][CH:3]=2)[C:12](=[O:13])[C:11]=1[C:30]1[CH:29]=[CH:4][CH:3]=[CH:2][CH:1]=1)[C:39](=[O:40])[O:41][C:42]([CH3:43])([CH3:44])[CH3:45])[C:17]1[CH:22]=[CH:21][CH:20]=[CH:19][CH:18]=1. Given the reactants [CH2:1]([N:8]1[C:12](=[O:13])[C:11](Cl)=[C:10]([NH:15][CH2:16][C:17]2[CH:22]=[CH:21][CH:20]=[CH:19][CH:18]=2)[C:9]1=[O:23])[C:2]1[CH:7]=[CH:6][CH:5]=[CH:4][CH:3]=1.C(N([CH2:29][CH3:30])CC)C.[C:39](O[C:39]([O:41][C:42]([CH3:45])([CH3:44])[CH3:43])=[O:40])([O:41][C:42]([CH3:45])([CH3:44])[CH3:43])=[O:40], predict the reaction product. (2) Given the reactants [CH3:1][N:2]([CH3:11])[C:3]1[CH:10]=[CH:9][C:6]([C:7]#[N:8])=[CH:5][CH:4]=1.[H-].[H-].[H-].[H-].[Li+].[Al+3], predict the reaction product. The product is: [NH2:8][CH2:7][C:6]1[CH:9]=[CH:10][C:3]([N:2]([CH3:11])[CH3:1])=[CH:4][CH:5]=1. (3) Given the reactants Cl.[CH2:2]1[C:6]2([CH2:11][CH2:10][NH:9][CH2:8][CH2:7]2)[CH2:5][CH2:4][O:3]1.FC(F)(F)S([O-])(=O)=O.[N:20]1([S:25](N2C=C[NH+](C)C2)(=[O:27])=[O:26])[CH:24]=[CH:23][N:22]=[CH:21]1, predict the reaction product. The product is: [N:20]1([S:25]([N:9]2[CH2:10][CH2:11][C:6]3([CH2:2][O:3][CH2:4][CH2:5]3)[CH2:7][CH2:8]2)(=[O:27])=[O:26])[CH:24]=[CH:23][N:22]=[CH:21]1. (4) Given the reactants [C:1]([C@@H:3]1[CH2:7][CH2:6][CH2:5][N:4]1[C:8]([O:10][C:11]([CH3:14])([CH3:13])[CH3:12])=[O:9])#[CH:2].C([Li])CCC.[CH2:20]([Sn:24](Cl)([CH2:29][CH2:30][CH2:31][CH3:32])[CH2:25][CH2:26][CH2:27][CH3:28])[CH2:21][CH2:22][CH3:23].C(=O)(O)[O-].[Na+], predict the reaction product. The product is: [CH2:29]([Sn:24]([C:2]#[C:1][C@@H:3]1[CH2:7][CH2:6][CH2:5][N:4]1[C:8]([O:10][C:11]([CH3:14])([CH3:13])[CH3:12])=[O:9])([CH2:20][CH2:21][CH2:22][CH3:23])[CH2:25][CH2:26][CH2:27][CH3:28])[CH2:30][CH2:31][CH3:32].